From a dataset of NCI-60 drug combinations with 297,098 pairs across 59 cell lines. Regression. Given two drug SMILES strings and cell line genomic features, predict the synergy score measuring deviation from expected non-interaction effect. (1) Drug 1: C1CCC(CC1)NC(=O)N(CCCl)N=O. Drug 2: CC(C)CN1C=NC2=C1C3=CC=CC=C3N=C2N. Cell line: PC-3. Synergy scores: CSS=5.38, Synergy_ZIP=-5.10, Synergy_Bliss=-0.936, Synergy_Loewe=-1.77, Synergy_HSA=-1.75. (2) Cell line: SNB-75. Drug 2: N.N.Cl[Pt+2]Cl. Synergy scores: CSS=2.12, Synergy_ZIP=-0.907, Synergy_Bliss=-2.13, Synergy_Loewe=-49.9, Synergy_HSA=-4.08. Drug 1: CC1C(C(CC(O1)OC2CC(CC3=C2C(=C4C(=C3O)C(=O)C5=C(C4=O)C(=CC=C5)OC)O)(C(=O)C)O)N)O.Cl. (3) Drug 1: CC12CCC3C(C1CCC2=O)CC(=C)C4=CC(=O)C=CC34C. Drug 2: CN(C)N=NC1=C(NC=N1)C(=O)N. Cell line: NCIH23. Synergy scores: CSS=24.2, Synergy_ZIP=1.22, Synergy_Bliss=-0.485, Synergy_Loewe=-24.9, Synergy_HSA=-0.141.